This data is from Full USPTO retrosynthesis dataset with 1.9M reactions from patents (1976-2016). The task is: Predict the reactants needed to synthesize the given product. (1) Given the product [CH3:37][O:38][C:39]1[C:40]2[O:51][C:50]3[CH:49]=[CH:48][CH:47]=[CH:46][C:45]=3[C:41]=2[CH:42]=[CH:43][CH:44]=1, predict the reactants needed to synthesize it. The reactants are: C(Br)Br.C1(C2C=CC=CC=2O)C=CC=CC=1.C([Si](CC)(CC)C1C2OC3C=CC=CC=3C=2C=CC=1)C.[CH3:37][O:38][C:39]1[CH:44]=[CH:43][CH:42]=[C:41]([C:45]2[CH:50]=[CH:49][CH:48]=[CH:47][CH:46]=2)[C:40]=1[OH:51].COC1C=C(C2C=CC=CC=2O)C=CC=1. (2) Given the product [CH2:1]([NH:3][C:4]1[CH:9]=[C:8]([NH2:10])[CH:7]=[CH:6][C:5]=1[N+:14]([O-:16])=[O:15])[CH3:2], predict the reactants needed to synthesize it. The reactants are: [CH2:1]([NH:3][C:4]1[CH:9]=[C:8]([NH:10]C(C)=O)[CH:7]=[CH:6][C:5]=1[N+:14]([O-:16])=[O:15])[CH3:2].Cl. (3) Given the product [O:25]1[C:30]2[CH:31]=[CH:32][C:33]([N:35]3[C:5]([C:7]4[C:12](=[O:13])[CH:11]=[CH:10][N:9]([C:14]5[CH:19]=[CH:18][CH:17]=[C:16]([S:20]([CH3:23])(=[O:22])=[O:21])[CH:15]=5)[N:8]=4)=[CH:4][CH:3]=[N:2]3)=[CH:34][C:29]=2[O:28][CH2:27][CH2:26]1, predict the reactants needed to synthesize it. The reactants are: C[N:2](C)/[CH:3]=[CH:4]/[C:5]([C:7]1[C:12](=[O:13])[CH:11]=[CH:10][N:9]([C:14]2[CH:19]=[CH:18][CH:17]=[C:16]([S:20]([CH3:23])(=[O:22])=[O:21])[CH:15]=2)[N:8]=1)=O.[O:25]1[C:30]2[CH:31]=[CH:32][C:33]([NH:35]N)=[CH:34][C:29]=2[O:28][CH2:27][CH2:26]1. (4) Given the product [CH3:4][NH:1][C:2]([N:14]1[CH2:15][CH:16]=[C:17]([C:20]2[CH:25]=[CH:24][C:23]([NH:26][C:27]([N:29]3[CH2:38][CH2:37][C:36]4[C:31](=[CH:32][CH:33]=[CH:34][CH:35]=4)[CH2:30]3)=[O:28])=[CH:22][CH:21]=2)[CH2:18][CH2:19]1)=[O:3], predict the reactants needed to synthesize it. The reactants are: [N:1]([C:4]1C=CC(C(OC)=O)=CC=1)=[C:2]=[O:3].[NH:14]1[CH2:19][CH:18]=[C:17]([C:20]2[CH:25]=[CH:24][C:23]([NH:26][C:27]([N:29]3[CH2:38][CH2:37][C:36]4[C:31](=[CH:32][CH:33]=[CH:34][CH:35]=4)[CH2:30]3)=[O:28])=[CH:22][CH:21]=2)[CH2:16][CH2:15]1.C1C2C(=CC=CC=2)CCN1. (5) Given the product [C:11]1(=[O:12])[NH:3][C:34](=[O:35])[CH:9]=[CH:10]1.[CH2:1]=[CH:24][C:23]1[CH:22]=[CH:21][CH:20]=[CH:28][CH:27]=1, predict the reactants needed to synthesize it. The reactants are: [CH2:1]([N:3](CC)CC)C.F[C:9]1[CH:10]=[C:11](C=C(F)C=1F)[O:12]CCCCCCO[C:20]1[CH:28]=[CH:27][C:23]([C:24](Cl)=O)=[CH:22][CH:21]=1.[CH3:34][OH:35]. (6) The reactants are: [H-].[Na+].[CH2:3]([N:10]1[CH2:15][CH2:14][C:13]([C:18]2[CH:19]=[N:20][CH:21]=[CH:22][CH:23]=2)([NH:16][CH3:17])[CH2:12][CH2:11]1)[C:4]1[CH:9]=[CH:8][CH:7]=[CH:6][CH:5]=1.Cl[C:25]([O:27][CH3:28])=[O:26]. Given the product [CH2:3]([N:10]1[CH2:11][CH2:12][C:13]([N:16]([CH3:17])[C:25](=[O:26])[O:27][CH3:28])([C:18]2[CH:19]=[N:20][CH:21]=[CH:22][CH:23]=2)[CH2:14][CH2:15]1)[C:4]1[CH:9]=[CH:8][CH:7]=[CH:6][CH:5]=1, predict the reactants needed to synthesize it. (7) Given the product [C:1]([C:5]1[CH:10]=[CH:9][C:8](/[C:11](/[C:44]2[N:49]=[C:48]([O:50][CH3:51])[C:47]([CH2:52][CH2:53][C:54]([O:56][C:57]([CH3:60])([CH3:59])[CH3:58])=[O:55])=[CH:46][CH:45]=2)=[CH:12]\[C@H:13]2[CH2:14][CH2:15][C:16](=[O:29])[N:17]2[CH2:18][C:19]2[CH:24]=[CH:23][C:22]([O:25][CH3:26])=[CH:21][C:20]=2[O:27][CH3:28])=[CH:7][CH:6]=1)([CH3:4])([CH3:2])[CH3:3], predict the reactants needed to synthesize it. The reactants are: [C:1]([C:5]1[CH:10]=[CH:9][C:8](/[C:11](/[Sn](CCCC)(CCCC)CCCC)=[CH:12]\[C@@H:13]2[N:17]([CH2:18][C:19]3[CH:24]=[CH:23][C:22]([O:25][CH3:26])=[CH:21][C:20]=3[O:27][CH3:28])[C:16](=[O:29])[CH2:15][CH2:14]2)=[CH:7][CH:6]=1)([CH3:4])([CH3:3])[CH3:2].Br[C:44]1[N:49]=[C:48]([O:50][CH3:51])[C:47]([CH2:52][CH2:53][C:54]([O:56][C:57]([CH3:60])([CH3:59])[CH3:58])=[O:55])=[CH:46][CH:45]=1.[F-].[Cs+].O. (8) Given the product [N:7]1([C:5](=[O:6])[CH2:4][C@@H:3]([NH:13][C:14](=[O:23])[O:15][CH2:16][C:17]2[CH:22]=[CH:21][CH:20]=[CH:19][CH:18]=2)[CH2:2][S:30][C:24]2[CH:29]=[CH:28][CH:27]=[CH:26][CH:25]=2)[CH2:12][CH2:11][O:10][CH2:9][CH2:8]1, predict the reactants needed to synthesize it. The reactants are: O[CH2:2][C@H:3]([NH:13][C:14](=[O:23])[O:15][CH2:16][C:17]1[CH:22]=[CH:21][CH:20]=[CH:19][CH:18]=1)[CH2:4][C:5]([N:7]1[CH2:12][CH2:11][O:10][CH2:9][CH2:8]1)=[O:6].[C:24]1([S:30][S:30][C:24]2[CH:29]=[CH:28][CH:27]=[CH:26][CH:25]=2)[CH:29]=[CH:28][CH:27]=[CH:26][CH:25]=1.C(P(CCCC)CCCC)CCC. (9) Given the product [ClH:1].[CH2:14]([N:5]([CH2:4][C:3]1[C:6]([N+:11]([O-:13])=[O:12])=[CH:7][CH:8]=[C:9]([Cl:10])[C:2]=1[Cl:1])[CH2:22][C:23]([OH:25])=[O:24])[CH3:15], predict the reactants needed to synthesize it. The reactants are: [Cl:1][C:2]1[C:9]([Cl:10])=[CH:8][CH:7]=[C:6]([N+:11]([O-:13])=[O:12])[C:3]=1[CH2:4][NH2:5].[CH2:14](N(CC)CC)[CH3:15].Br[CH2:22][C:23]([O:25]CC)=[O:24].